Dataset: Full USPTO retrosynthesis dataset with 1.9M reactions from patents (1976-2016). Task: Predict the reactants needed to synthesize the given product. Given the product [F:1][C:2]([F:22])([F:23])[C:3]1[CH:4]=[CH:5][C:6]([CH2:7][N:8]([CH2:9][C:10]2[CH:11]=[CH:12][C:13]([C:16]([F:17])([F:18])[F:19])=[CH:14][CH:15]=2)[C:35](=[O:36])[CH2:34][O:33][C:32]2[CH:31]=[CH:30][C:29]([CH2:28][C@H:27]([O:26][CH2:24][CH3:25])[C:40]([O:42][CH2:43][CH3:44])=[O:41])=[CH:39][CH:38]=2)=[CH:20][CH:21]=1, predict the reactants needed to synthesize it. The reactants are: [F:1][C:2]([F:23])([F:22])[C:3]1[CH:21]=[CH:20][C:6]([CH2:7][NH:8][CH2:9][C:10]2[CH:15]=[CH:14][C:13]([C:16]([F:19])([F:18])[F:17])=[CH:12][CH:11]=2)=[CH:5][CH:4]=1.[CH2:24]([O:26][C@H:27]([C:40]([O:42][CH2:43][CH3:44])=[O:41])[CH2:28][C:29]1[CH:39]=[CH:38][C:32]([O:33][CH2:34][C:35](O)=[O:36])=[CH:31][CH:30]=1)[CH3:25].C(N(CC)C(C)C)(C)C.F[B-](F)(F)F.N1(OC(N(C)C)=[N+](C)C)C2C=CC=CC=2N=N1.